Dataset: Forward reaction prediction with 1.9M reactions from USPTO patents (1976-2016). Task: Predict the product of the given reaction. Given the reactants [CH3:1][C:2]1[C:7]([CH3:8])=[CH:6][CH:5]=[CH:4][N:3]=1.O.[Cl-].[Ca+2].[Cl-].[Br:13]Br, predict the reaction product. The product is: [Br:13][C:5]1[CH:6]=[C:7]([CH3:8])[C:2]([CH3:1])=[N:3][CH:4]=1.